This data is from Full USPTO retrosynthesis dataset with 1.9M reactions from patents (1976-2016). The task is: Predict the reactants needed to synthesize the given product. (1) Given the product [F:1][C:2]1[CH:21]=[CH:20][CH:19]=[C:18]([F:22])[C:3]=1[CH2:4][O:5][C:6]1[C:7]2[N:8]([C:12]([C:16]3[CH:17]=[N:25][NH:24][N:23]=3)=[C:13]([CH3:15])[N:14]=2)[CH:9]=[CH:10][CH:11]=1, predict the reactants needed to synthesize it. The reactants are: [F:1][C:2]1[CH:21]=[CH:20][CH:19]=[C:18]([F:22])[C:3]=1[CH2:4][O:5][C:6]1[C:7]2[N:8]([C:12]([C:16]#[CH:17])=[C:13]([CH3:15])[N:14]=2)[CH:9]=[CH:10][CH:11]=1.[N:23]([Si](C)(C)C)=[N+:24]=[N-:25].O[C@H]([C@@H]1C([O-])=C(O)C(=O)O1)CO. (2) The reactants are: [C:1]([O:5][C:6](=[O:26])[NH:7][CH2:8][CH2:9][CH2:10][CH2:11][NH:12][CH2:13][C:14]1[C:19]([C:20]2[CH:25]=[CH:24][CH:23]=[CH:22][CH:21]=2)=[CH:18][CH:17]=[CH:16][N:15]=1)([CH3:4])([CH3:3])[CH3:2].[CH3:27][C:28]1[C:29]([CH:35]=O)=[N:30][CH:31]=[C:32]([CH3:34])[CH:33]=1.[BH-](OC(C)=O)(OC(C)=O)OC(C)=O.[Na+]. Given the product [C:1]([O:5][C:6](=[O:26])[NH:7][CH2:8][CH2:9][CH2:10][CH2:11][N:12]([CH2:35][C:29]1[C:28]([CH3:27])=[CH:33][C:32]([CH3:34])=[CH:31][N:30]=1)[CH2:13][C:14]1[C:19]([C:20]2[CH:25]=[CH:24][CH:23]=[CH:22][CH:21]=2)=[CH:18][CH:17]=[CH:16][N:15]=1)([CH3:4])([CH3:2])[CH3:3], predict the reactants needed to synthesize it. (3) Given the product [F:11][CH:10]([F:12])[C:7]1[O:6][C:5]([CH2:4][NH2:1])=[CH:9][CH:8]=1, predict the reactants needed to synthesize it. The reactants are: [N:1]([CH2:4][C:5]1[O:6][C:7]([CH:10]([F:12])[F:11])=[CH:8][CH:9]=1)=[N+]=[N-].C1(P(C2C=CC=CC=2)C2C=CC=CC=2)C=CC=CC=1. (4) Given the product [CH3:13][N:2]([CH3:1])[C:3]1[CH:8]=[C:7]([CH3:9])[C:6]([NH2:10])=[CH:5][N:4]=1, predict the reactants needed to synthesize it. The reactants are: [CH3:1][N:2]([CH3:13])[C:3]1[CH:8]=[C:7]([CH3:9])[C:6]([N+:10]([O-])=O)=[CH:5][N:4]=1.